The task is: Predict the reactants needed to synthesize the given product.. This data is from Full USPTO retrosynthesis dataset with 1.9M reactions from patents (1976-2016). (1) Given the product [C:1]1([NH:7][C:8]([C:10]2[CH:11]=[CH:12][C:13]([CH2:14][NH:15][C:40](=[O:41])[C:39]3[CH:43]=[C:35]([NH:34][C:32]([C:27]4[C:26]([C:23]5[CH:24]=[CH:25][C:20]([C:19]([F:45])([F:18])[F:44])=[CH:21][CH:22]=5)=[CH:31][CH:30]=[CH:29][CH:28]=4)=[O:33])[CH:36]=[N:37][CH:38]=3)=[CH:16][CH:17]=2)=[O:9])[CH:2]=[CH:3][CH:4]=[CH:5][CH:6]=1, predict the reactants needed to synthesize it. The reactants are: [C:1]1([NH:7][C:8]([C:10]2[CH:17]=[CH:16][C:13]([CH2:14][NH2:15])=[CH:12][CH:11]=2)=[O:9])[CH:6]=[CH:5][CH:4]=[CH:3][CH:2]=1.[F:18][C:19]([F:45])([F:44])[C:20]1[CH:25]=[CH:24][C:23]([C:26]2[C:27]([C:32]([NH:34][C:35]3[CH:36]=[N:37][CH:38]=[C:39]([CH:43]=3)[C:40](O)=[O:41])=[O:33])=[CH:28][CH:29]=[CH:30][CH:31]=2)=[CH:22][CH:21]=1.CN(C(ON1N=NC2C=CC=CC1=2)=[N+](C)C)C.[B-](F)(F)(F)F.C(N(C(C)C)C(C)C)C. (2) Given the product [CH3:24][O:25][C:26](=[O:34])[C:27]1[CH:32]=[CH:31][C:30]([O:23][C:4]2[CH:5]=[CH:6][C:7]([CH:8]([CH3:22])[C:9]([C:15]3[CH:20]=[CH:19][N:18]=[C:17]([Cl:21])[CH:16]=3)([OH:14])[C:10]([F:13])([F:12])[F:11])=[C:2]([Cl:1])[CH:3]=2)=[N:29][CH:28]=1, predict the reactants needed to synthesize it. The reactants are: [Cl:1][C:2]1[CH:3]=[C:4]([OH:23])[CH:5]=[CH:6][C:7]=1[CH:8]([CH3:22])[C:9]([C:15]1[CH:20]=[CH:19][N:18]=[C:17]([Cl:21])[CH:16]=1)([OH:14])[C:10]([F:13])([F:12])[F:11].[CH3:24][O:25][C:26](=[O:34])[C:27]1[CH:32]=[CH:31][C:30](Cl)=[N:29][CH:28]=1. (3) Given the product [CH3:1][O:2][C:3]1[CH:4]=[CH:5][C:6]([O:13][C:15]2[CH:20]=[CH:19][CH:18]=[CH:17][C:16]=2[N+:21]([O-:23])=[O:22])=[C:7]([C:8]([O:10][CH3:11])=[O:9])[CH:12]=1.[CH3:24][O:25][C:26]1[CH:39]=[CH:38][C:29]([O:30][C:31]2[CH:37]=[CH:36][CH:35]=[CH:34][C:32]=2[NH:33][C:6]([NH:44][C:45]2[S:46][CH:47]=[CH:48][N:49]=2)=[O:13])=[C:28]([C:40]([O:42][CH3:43])=[O:41])[CH:27]=1, predict the reactants needed to synthesize it. The reactants are: [CH3:1][O:2][C:3]1[CH:12]=[C:7]([C:8]([O:10][CH3:11])=[O:9])[C:6]([OH:13])=[CH:5][CH:4]=1.F[C:15]1[CH:20]=[CH:19][CH:18]=[CH:17][C:16]=1[N+:21]([O-:23])=[O:22].[CH3:24][O:25][C:26]1[CH:39]=[CH:38][C:29]([O:30][C:31]2[CH:37]=[CH:36][CH:35]=[CH:34][C:32]=2[NH2:33])=[C:28]([C:40]([O:42][CH3:43])=[O:41])[CH:27]=1.[NH2:44][C:45]1[S:46][CH:47]=[CH:48][N:49]=1.